The task is: Predict the reactants needed to synthesize the given product.. This data is from Full USPTO retrosynthesis dataset with 1.9M reactions from patents (1976-2016). Given the product [S:16]([O-:21])([OH:19])(=[O:18])=[O:17].[Cl:1][C:2]1[CH:15]=[CH:14][C:13]2[C:4]([N:3]=1)=[C:5]1[C:10]([CH:9]=[CH:8][CH:7]=[N+:6]1[CH3:20])=[CH:11][CH:12]=2, predict the reactants needed to synthesize it. The reactants are: [Cl:1][C:2]1[CH:15]=[CH:14][C:13]2[C:4](=[C:5]3[C:10](=[CH:11][CH:12]=2)[CH:9]=[CH:8][CH:7]=[N:6]3)[N:3]=1.[S:16]([O:21]C)([O:19][CH3:20])(=[O:18])=[O:17].